Dataset: Full USPTO retrosynthesis dataset with 1.9M reactions from patents (1976-2016). Task: Predict the reactants needed to synthesize the given product. (1) The reactants are: Cl[C:2]1[N:7]=[C:6]([N:8]2[CH2:13][CH2:12][O:11][CH2:10][CH2:9]2)[C:5]([S:14][CH3:15])=[C:4](Cl)[N:3]=1.CC1(C)C(C)(C)OB([C:25]2[CH:26]=[N:27][CH:28]=[CH:29][CH:30]=2)O1.C([O-])([O-])=O.[Na+].[Na+]. Given the product [CH3:15][S:14][C:5]1[C:6]([N:8]2[CH2:13][CH2:12][O:11][CH2:10][CH2:9]2)=[N:7][C:2]([C:29]2[CH:28]=[N:27][CH:26]=[CH:25][CH:30]=2)=[N:3][C:4]=1[C:25]1[CH:26]=[N:27][CH:28]=[CH:29][CH:30]=1, predict the reactants needed to synthesize it. (2) Given the product [C:1]1([C:13]2[O:15][C:16]([C:17]3[CH:22]=[CH:21][CH:20]=[CH:19][CH:18]=3)=[N:24][N:25]=2)[C:11]2=[C:12]3[C:7](=[CH:8][CH:9]=[CH:10]2)[CH2:6][CH2:5][CH2:4][N:3]3[CH:2]=1, predict the reactants needed to synthesize it. The reactants are: [C:1]1([C:13]([OH:15])=O)[C:11]2=[C:12]3[C:7](=[CH:8][CH:9]=[CH:10]2)[CH2:6][CH2:5][CH2:4][N:3]3[CH:2]=1.[C:16]([NH:24][NH2:25])(=O)[C:17]1[CH:22]=[CH:21][CH:20]=[CH:19][CH:18]=1. (3) The reactants are: S(Cl)([Cl:3])=O.[C:5]1([CH3:16])[CH:10]=[CH:9][C:8]([CH:11]=[CH:12][C:13](O)=[O:14])=[CH:7][CH:6]=1. Given the product [C:5]1([CH3:16])[CH:10]=[CH:9][C:8]([CH:11]=[CH:12][C:13]([Cl:3])=[O:14])=[CH:7][CH:6]=1, predict the reactants needed to synthesize it.